From a dataset of Full USPTO retrosynthesis dataset with 1.9M reactions from patents (1976-2016). Predict the reactants needed to synthesize the given product. (1) Given the product [C:18]([C:3]1[C:2]([NH:20][C:21]2[O:25][N:24]=[C:23]([C:26]3[CH:31]=[CH:30][CH:29]=[CH:28][CH:27]=3)[CH:22]=2)=[CH:7][C:6]([NH:8][C@H:9]([CH2:13][CH:14]2[CH2:16][CH2:15]2)[C:10]([NH2:12])=[O:11])=[C:5]([F:17])[CH:4]=1)#[N:19], predict the reactants needed to synthesize it. The reactants are: Br[C:2]1[C:3]([C:18]#[N:19])=[CH:4][C:5]([F:17])=[C:6]([NH:8][C@H:9]([CH2:13][CH:14]2[CH2:16][CH2:15]2)[C:10]([NH2:12])=[O:11])[CH:7]=1.[NH2:20][C:21]1[O:25][N:24]=[C:23]([C:26]2[CH:31]=[CH:30][CH:29]=[CH:28][CH:27]=2)[CH:22]=1.O.O.O.[O-]C1C=CC=CC=1.[Na+].CC1(C)C2C(=C(P(C3C=CC=CC=3)C3C=CC=CC=3)C=CC=2)OC2C(P(C3C=CC=CC=3)C3C=CC=CC=3)=CC=CC1=2. (2) Given the product [F:25][C:26]([F:45])([F:44])[S:27]([O:11][C:12]1[CH2:13][N:14]([C:18]([O:20][C:21]([CH3:24])([CH3:23])[CH3:22])=[O:19])[CH2:15][CH2:16][CH:17]=1)(=[O:29])=[O:28], predict the reactants needed to synthesize it. The reactants are: [Li+].C[Si]([N-][Si](C)(C)C)(C)C.[O:11]=[C:12]1[CH2:17][CH2:16][CH2:15][N:14]([C:18]([O:20][C:21]([CH3:24])([CH3:23])[CH3:22])=[O:19])[CH2:13]1.[F:25][C:26]([F:45])([F:44])[S:27](N(C1C=CC=CC=1)[S:27]([C:26]([F:45])([F:44])[F:25])(=[O:29])=[O:28])(=[O:29])=[O:28]. (3) Given the product [Cl:7][C:8]1[CH:9]=[CH:10][C:11]2[C:15]([CH:16]=1)=[N:14][N:13]([CH2:3][C:2]([F:6])([F:5])[F:1])[C:12]=2[I:17], predict the reactants needed to synthesize it. The reactants are: [F:1][C:2]([F:6])([F:5])[CH2:3]I.[Cl:7][C:8]1[CH:16]=[C:15]2[C:11]([C:12]([I:17])=[N:13][NH:14]2)=[CH:10][CH:9]=1.